From a dataset of Peptide-MHC class I binding affinity with 185,985 pairs from IEDB/IMGT. Regression. Given a peptide amino acid sequence and an MHC pseudo amino acid sequence, predict their binding affinity value. This is MHC class I binding data. (1) The peptide sequence is FTRRLAGT. The MHC is H-2-Db with pseudo-sequence H-2-Db. The binding affinity (normalized) is 0. (2) The peptide sequence is WMINIMIHM. The MHC is HLA-B15:01 with pseudo-sequence HLA-B15:01. The binding affinity (normalized) is 0.399.